This data is from Reaction yield outcomes from USPTO patents with 853,638 reactions. The task is: Predict the reaction yield, written as a fraction of the theoretical maximum amount of product (1.0 means a 100% yield; for example, 0.34 means a 34% yield). (1) The reactants are Br[C:2]1[CH:3]=[CH:4][C:5]([C:8](=[O:10])[CH3:9])=[N:6][CH:7]=1.CC1(C)C(C)(C)OB([C:19]2[CH:20]=[CH:21][C:22]([C:25]#[N:26])=[N:23][CH:24]=2)O1.C([O-])([O-])=O.[Na+].[Na+]. The catalyst is C1(C)C=CC=CC=1.C(O)C.C1C=CC([P]([Pd]([P](C2C=CC=CC=2)(C2C=CC=CC=2)C2C=CC=CC=2)([P](C2C=CC=CC=2)(C2C=CC=CC=2)C2C=CC=CC=2)[P](C2C=CC=CC=2)(C2C=CC=CC=2)C2C=CC=CC=2)(C2C=CC=CC=2)C2C=CC=CC=2)=CC=1. The product is [C:8]([C:5]1[N:6]=[CH:7][C:2]([C:19]2[CH:24]=[N:23][C:22]([C:25]#[N:26])=[CH:21][CH:20]=2)=[CH:3][CH:4]=1)(=[O:10])[CH3:9]. The yield is 0.800. (2) The reactants are [BH4-].[Na+].[C:3]([C:6]1[O:7][CH:8]=[C:9]([C:11]([NH:13][CH2:14][C@@H:15]([N:17]2[CH:21]=[CH:20][C:19]([C:22]3[CH:27]=[CH:26][C:25]([C:28]#[N:29])=[C:24]([Cl:30])[C:23]=3[CH3:31])=[N:18]2)[CH3:16])=[O:12])[N:10]=1)(=[O:5])[CH3:4]. The catalyst is C(O)C. The product is [Cl:30][C:24]1[C:23]([CH3:31])=[C:22]([C:19]2[CH:20]=[CH:21][N:17]([C@@H:15]([CH3:16])[CH2:14][NH:13][C:11]([C:9]3[N:10]=[C:6]([CH:3]([OH:5])[CH3:4])[O:7][CH:8]=3)=[O:12])[N:18]=2)[CH:27]=[CH:26][C:25]=1[C:28]#[N:29]. The yield is 0.940.